Dataset: Full USPTO retrosynthesis dataset with 1.9M reactions from patents (1976-2016). Task: Predict the reactants needed to synthesize the given product. (1) Given the product [CH2:34]([O:33][C:26]1[CH:25]=[C:22]([CH:21]=[C:20]([O:19][CH2:17][CH3:18])[C:27]=1[C:28]([O:30][CH2:31][CH3:32])=[O:29])[CH2:23][N:13]1[CH2:12][CH2:11][CH:10]([NH:9][C:7](=[O:8])[C:6]2[CH:16]=[C:2]([CH3:1])[CH:3]=[N:4][CH:5]=2)[CH2:15][CH2:14]1)[CH3:35], predict the reactants needed to synthesize it. The reactants are: [CH3:1][C:2]1[CH:3]=[N:4][CH:5]=[C:6]([CH:16]=1)[C:7]([NH:9][CH:10]1[CH2:15][CH2:14][NH:13][CH2:12][CH2:11]1)=[O:8].[CH2:17]([O:19][C:20]1[CH:21]=[C:22]([CH:25]=[C:26]([O:33][CH2:34][CH3:35])[C:27]=1[C:28]([O:30][CH2:31][CH3:32])=[O:29])[CH:23]=O)[CH3:18]. (2) Given the product [CH3:1][O:2][C:3]1[CH:4]=[C:5]2[C:10](=[CH:11][C:12]=1[O:13][CH3:14])[N:9]=[CH:8][CH:7]=[C:6]2[O:15][C:16]1[C:22]([CH3:23])=[CH:21][C:19]([NH:20][C:29](=[O:35])[O:30][C:31]2[CH:43]=[CH:42][CH:41]=[CH:40][C:39]=2[O:38][CH3:37])=[C:18]([CH3:24])[CH:17]=1, predict the reactants needed to synthesize it. The reactants are: [CH3:1][O:2][C:3]1[CH:4]=[C:5]2[C:10](=[CH:11][C:12]=1[O:13][CH3:14])[N:9]=[CH:8][CH:7]=[C:6]2[O:15][C:16]1[C:22]([CH3:23])=[CH:21][C:19]([NH2:20])=[C:18]([CH3:24])[CH:17]=1.ClC(Cl)(O[C:29](=[O:35])[O:30][C:31](Cl)(Cl)Cl)Cl.[CH3:37][O:38][C:39]1C=[CH:43][CH:42]=[CH:41][C:40]=1O.C(=O)(O)[O-].[Na+]. (3) Given the product [C:1]([C:3]1[CH:11]=[CH:10][C:6]2[N:7]=[C:8]([CH:32]([OH:33])[C:34]3[C:42]([O:43][CH3:44])=[CH:41][C:40]([CH3:45])=[C:39]4[C:35]=3[CH:36]=[CH:37][N:38]4[C:46]([O:48][C:49]([CH3:51])([CH3:50])[CH3:52])=[O:47])[S:9][C:5]=2[CH:4]=1)#[N:2], predict the reactants needed to synthesize it. The reactants are: [C:1]([C:3]1[CH:11]=[CH:10][C:6]2[N:7]=[CH:8][S:9][C:5]=2[CH:4]=1)#[N:2].CCCCCCC.C1COCC1.C(C1C=CC=CC=1)C.[CH:32]([C:34]1[C:42]([O:43][CH3:44])=[CH:41][C:40]([CH3:45])=[C:39]2[C:35]=1[CH:36]=[CH:37][N:38]2[C:46]([O:48][C:49]([CH3:52])([CH3:51])[CH3:50])=[O:47])=[O:33]. (4) Given the product [CH3:4][C:2]([Si:5]([CH3:16])([CH3:15])[O:6][C:7]1[CH:8]=[C:9]([CH2:10][NH2:11])[CH:12]=[CH:13][CH:14]=1)([CH3:1])[CH3:3], predict the reactants needed to synthesize it. The reactants are: [CH3:1][C:2]([Si:5]([CH3:16])([CH3:15])[O:6][C:7]1[CH:8]=[C:9]([CH:12]=[CH:13][CH:14]=1)[C:10]#[N:11])([CH3:4])[CH3:3]. (5) Given the product [Br:1][C:2]1[CH:3]=[C:4]2[C:9](=[C:10]([P:12](=[O:19])([O:16][CH2:17][CH3:18])[O:13][CH2:14][CH3:15])[CH:11]=1)[N:8]=[C:7]([CH:20]([OH:21])[CH2:22][CH:23]([CH3:25])[CH3:24])[CH:6]=[CH:5]2, predict the reactants needed to synthesize it. The reactants are: [Br:1][C:2]1[CH:3]=[C:4]2[C:9](=[C:10]([P:12](=[O:19])([O:16][CH2:17][CH3:18])[O:13][CH2:14][CH3:15])[CH:11]=1)[N:8]=[C:7]([CH:20]=[O:21])[CH:6]=[CH:5]2.[CH2:22]([Mg]Br)[CH:23]([CH3:25])[CH3:24].C1COCC1. (6) Given the product [Cl:9][C:6]1[N:5]=[C:4]([NH2:10])[N:3]=[C:2]([NH:11][CH2:12][C:13]2[C:18]([CH3:19])=[C:17]([I:20])[C:16]([CH3:21])=[CH:15][N:14]=2)[C:7]=1[NH2:8], predict the reactants needed to synthesize it. The reactants are: Cl[C:2]1[C:7]([NH2:8])=[C:6]([Cl:9])[N:5]=[C:4]([NH2:10])[N:3]=1.[NH2:11][CH2:12][C:13]1[C:18]([CH3:19])=[C:17]([I:20])[C:16]([CH3:21])=[CH:15][N:14]=1. (7) Given the product [CH2:20]([N:12]([CH2:13][C:14]1[CH:19]=[CH:18][CH:17]=[CH:16][CH:15]=1)[C:11]1[CH:10]=[CH:9][CH:29]=[C:28]([CH:2]2[CH2:6][CH2:5][CH2:4][CH2:3]2)[CH:27]=1)[C:21]1[CH:22]=[CH:23][CH:24]=[CH:25][CH:26]=1, predict the reactants needed to synthesize it. The reactants are: Br[CH:2]1[CH2:6][CH2:5][CH2:4][CH2:3]1.[Mg].Br[C:9]1[CH:10]=[C:11]([CH:27]=[CH:28][CH:29]=1)[N:12]([CH2:20][C:21]1[CH:26]=[CH:25][CH:24]=[CH:23][CH:22]=1)[CH2:13][C:14]1[CH:19]=[CH:18][CH:17]=[CH:16][CH:15]=1. (8) Given the product [C:25]([O:24][C:22]([NH:1][C@H:4]([C:5]([OH:7])=[O:6])[C@@H:8]([CH3:9])[C:10]1[CH:15]=[CH:14][C:13]([F:16])=[CH:12][CH:11]=1)=[O:23])([CH3:28])([CH3:27])[CH3:26], predict the reactants needed to synthesize it. The reactants are: [N:1]([C@@H:4]([C@H:8]([C:10]1[CH:15]=[CH:14][C:13]([F:16])=[CH:12][CH:11]=1)[CH3:9])[C:5]([OH:7])=[O:6])=[N+]=[N-].C(=O)(O)[O-].[Na+].[C:22](O[C:22]([O:24][C:25]([CH3:28])([CH3:27])[CH3:26])=[O:23])([O:24][C:25]([CH3:28])([CH3:27])[CH3:26])=[O:23].Cl. (9) Given the product [Cl:16][C:17]1[CH:22]=[CH:21][C:20]([S:23]([NH:26][C@@H:27]2[CH2:33][C:32]([F:34])([F:35])[CH2:31][CH2:30][NH:29][C:28]2=[O:47])(=[O:24])=[O:25])=[CH:19][CH:18]=1, predict the reactants needed to synthesize it. The reactants are: FC(F)(F)C(O)=O.FC(F)(F)S(O)(=O)=O.[Cl:16][C:17]1[CH:22]=[CH:21][C:20]([S:23]([NH:26][C@@H:27]2[CH2:33][C:32]([F:35])([F:34])[CH2:31][CH2:30][N:29](CC3C=CC(OC)=CC=3OC)[C:28]2=[O:47])(=[O:25])=[O:24])=[CH:19][CH:18]=1.